Dataset: Full USPTO retrosynthesis dataset with 1.9M reactions from patents (1976-2016). Task: Predict the reactants needed to synthesize the given product. (1) Given the product [OH:1][C:2]([CH3:35])([CH3:34])[CH2:3][C@@:4]1([C:28]2[CH:29]=[CH:30][CH:31]=[CH:32][CH:33]=2)[O:9][C:8](=[O:10])[N:7]([C@H:11]([C:13]2[CH:14]=[CH:15][C:16]([C:37]3[CH:42]=[N:41][C:40]([CH:43]4[CH2:47][CH2:46][N:45]([CH3:48])[C:44]4=[O:49])=[CH:39][CH:38]=3)=[CH:17][CH:18]=2)[CH3:12])[CH2:6][CH2:5]1, predict the reactants needed to synthesize it. The reactants are: [OH:1][C:2]([CH3:35])([CH3:34])[CH2:3][C@@:4]1([C:28]2[CH:33]=[CH:32][CH:31]=[CH:30][CH:29]=2)[O:9][C:8](=[O:10])[N:7]([C@H:11]([C:13]2[CH:18]=[CH:17][C:16](B3OC(C)(C)C(C)(C)O3)=[CH:15][CH:14]=2)[CH3:12])[CH2:6][CH2:5]1.Br[C:37]1[CH:38]=[CH:39][C:40]([CH:43]2[CH2:47][CH2:46][N:45]([CH3:48])[C:44]2=[O:49])=[N:41][CH:42]=1. (2) Given the product [CH3:1][C:2]1[CH:39]=[C:38]([CH3:40])[CH:37]=[CH:36][C:3]=1[O:4][CH2:5][CH:6]([OH:35])[CH2:7][NH:8][C:9]1[CH:14]=[CH:13][NH:12][C:11](=[O:15])[C:10]=1[C:16]1[NH:27][C:26]2[C:18](=[CH:19][C:20]3[CH2:21][N:22]([CH:29]4[CH2:30][CH2:31][N:32]([CH2:42][CH2:43][S:44][CH3:45])[CH2:33][CH2:34]4)[C:23](=[O:28])[C:24]=3[CH:25]=2)[N:17]=1, predict the reactants needed to synthesize it. The reactants are: [CH3:1][C:2]1[CH:39]=[C:38]([CH3:40])[CH:37]=[CH:36][C:3]=1[O:4][CH2:5][C@H:6]([OH:35])[CH2:7][NH:8][C:9]1[CH:14]=[CH:13][NH:12][C:11](=[O:15])[C:10]=1[C:16]1[NH:27][C:26]2[C:18](=[CH:19][C:20]3[CH2:21][N:22]([CH:29]4[CH2:34][CH2:33][NH:32][CH2:31][CH2:30]4)[C:23](=[O:28])[C:24]=3[CH:25]=2)[N:17]=1.Cl[CH2:42][CH2:43][S:44][CH3:45].C([O-])([O-])=O.[Na+].[Na+].[Na+].[I-]. (3) Given the product [CH:21]1([CH2:20][N:6]2[C:7]3[C:3](=[C:2]([F:1])[C:10]([N+:11]([O-:13])=[O:12])=[CH:9][CH:8]=3)[C:4]([CH3:16])([CH3:15])[C:5]2=[O:14])[CH2:23][CH2:22]1, predict the reactants needed to synthesize it. The reactants are: [F:1][C:2]1[C:10]([N+:11]([O-:13])=[O:12])=[CH:9][CH:8]=[C:7]2[C:3]=1[C:4]([CH3:16])([CH3:15])[C:5](=[O:14])[NH:6]2.[H-].[Na+].Br[CH2:20][CH:21]1[CH2:23][CH2:22]1.[Cl-].[NH4+].